From a dataset of Reaction yield outcomes from USPTO patents with 853,638 reactions. Predict the reaction yield, written as a fraction of the theoretical maximum amount of product (1.0 means a 100% yield; for example, 0.34 means a 34% yield). The reactants are [CH3:1][C:2]1([CH3:31])[CH2:7][CH2:6][C:5]([C:8]2[CH:13]=[C:12]([C:14]3(O)[CH2:19][CH2:18][CH2:17][CH2:16][CH2:15]3)[CH:11]=[CH:10][C:9]=2[NH:21][C:22]([C:24]2[NH:25][CH:26]=[C:27]([C:29]#[N:30])[N:28]=2)=[O:23])=[CH:4][CH2:3]1.O=S(Cl)Cl.[CH3:36][O:37][CH2:38][CH2:39][NH2:40]. The catalyst is C(Cl)Cl.CCOC(C)=O. The product is [CH3:31][C:2]1([CH3:1])[CH2:7][CH2:6][C:5]([C:8]2[CH:13]=[C:12]([C:14]3([NH:40][CH2:39][CH2:38][O:37][CH3:36])[CH2:15][CH2:16][CH2:17][CH2:18][CH2:19]3)[CH:11]=[CH:10][C:9]=2[NH:21][C:22]([C:24]2[NH:25][CH:26]=[C:27]([C:29]#[N:30])[N:28]=2)=[O:23])=[CH:4][CH2:3]1. The yield is 0.460.